From a dataset of Reaction yield outcomes from USPTO patents with 853,638 reactions. Predict the reaction yield, written as a fraction of the theoretical maximum amount of product (1.0 means a 100% yield; for example, 0.34 means a 34% yield). (1) The reactants are O[CH2:2][C:3]1[CH:12]=[N:11][C:10]2[N:9]3[CH2:13][CH2:14][CH2:15][C@H:8]3[C:7](=[O:16])[NH:6][C:5]=2[CH:4]=1.Cl.[Cl:18][C:19]1[CH:20]=[C:21]([CH:27]=[CH:28][C:29]=1[N:30]1[CH2:35][CH2:34][NH:33][CH2:32][CH2:31]1)[C:22]([NH:24][CH2:25][CH3:26])=[O:23].[I-].C(C[P+](C)(C)C)#N.C(N(CC)C(C)C)(C)C. The catalyst is C(#N)CC. The product is [Cl:18][C:19]1[CH:20]=[C:21]([CH:27]=[CH:28][C:29]=1[N:30]1[CH2:31][CH2:32][N:33]([CH2:2][C:3]2[CH:12]=[N:11][C:10]3[N:9]4[CH2:13][CH2:14][CH2:15][C@H:8]4[C:7](=[O:16])[NH:6][C:5]=3[CH:4]=2)[CH2:34][CH2:35]1)[C:22]([NH:24][CH2:25][CH3:26])=[O:23]. The yield is 0.353. (2) The reactants are Cl.[C:2]([NH2:5])(=[NH:4])[CH3:3].[F:6][C:7]1[CH:24]=[CH:23][C:10]([C:11]([NH:13][CH:14]([C:19](OC)=[O:20])[C:15](OC)=[O:16])=[O:12])=[CH:9][CH:8]=1.[Na]. The catalyst is C(O)C. The product is [OH:20][C:19]1[C:14]([NH:13][C:11](=[O:12])[C:10]2[CH:23]=[CH:24][C:7]([F:6])=[CH:8][CH:9]=2)=[C:15]([OH:16])[N:5]=[C:2]([CH3:3])[N:4]=1. The yield is 0.790. (3) The reactants are [CH3:1][S:2]([C:5]1[CH:6]=[C:7]([NH:11][C:12]2[C:13]3[N:30]=[CH:29][S:28][C:14]=3[N:15]=[C:16]([C:18]3[CH:19]=[C:20]([CH:25]=[CH:26][CH:27]=3)[C:21]([O:23]C)=[O:22])[N:17]=2)[CH:8]=[CH:9][CH:10]=1)(=[O:4])=[O:3].[OH-].[Na+].Cl. The catalyst is O1CCOCC1.O. The product is [CH3:1][S:2]([C:5]1[CH:6]=[C:7]([NH:11][C:12]2[C:13]3[N:30]=[CH:29][S:28][C:14]=3[N:15]=[C:16]([C:18]3[CH:19]=[C:20]([CH:25]=[CH:26][CH:27]=3)[C:21]([OH:23])=[O:22])[N:17]=2)[CH:8]=[CH:9][CH:10]=1)(=[O:3])=[O:4]. The yield is 0.400. (4) The reactants are [CH2:1]([O:8][C@@H:9]1[C@H:14]2[NH:15][C:16](=O)[O:17][C@H:13]2[CH2:12][C@H:11]([CH2:19][O:20][CH2:21][C:22]2[CH:27]=[CH:26][CH:25]=[CH:24][CH:23]=2)[C@H:10]1[OH:28])[C:2]1[CH:7]=[CH:6][CH:5]=[CH:4][CH:3]=1.O(C)S(C(F)(F)F)(=O)=O.[CH2:38]([NH2:41])[CH2:39][CH3:40]. The catalyst is C(Cl)Cl. The product is [CH2:1]([O:8][C@@H:9]1[C@H:14]2[N:15]=[C:16]([NH:41][CH2:38][CH2:39][CH3:40])[O:17][C@H:13]2[CH2:12][C@H:11]([CH2:19][O:20][CH2:21][C:22]2[CH:23]=[CH:24][CH:25]=[CH:26][CH:27]=2)[C@H:10]1[OH:28])[C:2]1[CH:3]=[CH:4][CH:5]=[CH:6][CH:7]=1. The yield is 0.306. (5) The reactants are C(N(CC)CC)C.[CH:8]([C:10]1[C:18]2[C:13](=[C:14]([CH3:19])[CH:15]=[CH:16][CH:17]=2)[N:12](C(OC(C)(C)C)=O)[CH:11]=1)=[O:9].[CH:27](=[N:34][C:35]1[CH:40]=[CH:39][CH:38]=[C:37]([O:41][CH3:42])[CH:36]=1)[C:28]1[CH:33]=[CH:32][CH:31]=[CH:30][CH:29]=1. The catalyst is [Cl-].C([N+]1C(C)=C(CCO)SC=1)C1C=CC=CC=1.C(O)C. The product is [CH3:42][O:41][C:37]1[CH:36]=[C:35]([NH:34][CH:27]([C:28]2[CH:33]=[CH:32][CH:31]=[CH:30][CH:29]=2)[C:8]([C:10]2[C:18]3[C:13](=[C:14]([CH3:19])[CH:15]=[CH:16][CH:17]=3)[NH:12][CH:11]=2)=[O:9])[CH:40]=[CH:39][CH:38]=1. The yield is 0.0500. (6) The reactants are [CH2:1]([OH:4])[CH2:2][OH:3].[H-].[Na+].Br[CH2:8][C:9]1[CH:14]=[CH:13][C:12]([Cl:15])=[CH:11][CH:10]=1.O. The yield is 0.460. The product is [Cl:15][C:12]1[CH:13]=[CH:14][C:9]([CH2:8][O:3][CH2:2][CH2:1][OH:4])=[CH:10][CH:11]=1. The catalyst is C1COCC1.[N+](CCCC)(CCCC)(CCCC)CCCC.[I-].CCOC(C)=O.